This data is from Reaction yield outcomes from USPTO patents with 853,638 reactions. The task is: Predict the reaction yield, written as a fraction of the theoretical maximum amount of product (1.0 means a 100% yield; for example, 0.34 means a 34% yield). (1) The reactants are [CH3:1][O:2][C:3]1[CH:18]=[CH:17][C:6]([C:7]([O:9][CH2:10][C:11]2[CH:16]=[CH:15][CH:14]=[CH:13][CH:12]=2)=[O:8])=[CH:5][C:4]=1[N+:19]([O-])=O.[Cl-].[NH4+]. The catalyst is CCO.O.[Fe]. The product is [NH2:19][C:4]1[CH:5]=[C:6]([CH:17]=[CH:18][C:3]=1[O:2][CH3:1])[C:7]([O:9][CH2:10][C:11]1[CH:16]=[CH:15][CH:14]=[CH:13][CH:12]=1)=[O:8]. The yield is 0.920. (2) The reactants are [Si]([O:8][C@@H:9]1[CH2:13][CH2:12][N:11]([C:14]2[CH:15]=[CH:16][C:17]([NH:20][C:21]3[N:22]=[CH:23][C:24]4[C:29]5[CH:30]=[CH:31][N:32]=[C:33]([F:34])[C:28]=5[N:27]([CH:35]5[CH2:39][CH2:38][CH2:37][CH2:36]5)[C:25]=4[N:26]=3)=[N:18][CH:19]=2)[CH2:10]1)(C(C)(C)C)(C)C.[F-].C([N+](CCCC)(CCCC)CCCC)CCC.Cl.C(OCC)C. The catalyst is C1COCC1.CO.C(O)C. The product is [CH:35]1([N:27]2[C:25]3[N:26]=[C:21]([NH:20][C:17]4[N:18]=[CH:19][C:14]([N:11]5[CH2:12][CH2:13][C@@H:9]([OH:8])[CH2:10]5)=[CH:15][CH:16]=4)[N:22]=[CH:23][C:24]=3[C:29]3[CH:30]=[CH:31][N:32]=[C:33]([F:34])[C:28]2=3)[CH2:36][CH2:37][CH2:38][CH2:39]1. The yield is 0.500. (3) The reactants are [CH3:1][O:2][C:3]([C:5]1[CH:6]2[N:12]([C:13]3[C:22]4[C:17](=[CH:18][CH:19]=[CH:20][CH:21]=4)[C:16]([C:23]#[N:24])=[CH:15][CH:14]=3)[CH:9]([CH2:10][CH:11]=1)[CH2:8][CH2:7]2)=[O:4]. The catalyst is CO.[Pd]. The product is [CH3:1][O:2][C:3]([CH:5]1[CH2:11][CH2:10][CH:9]2[N:12]([C:13]3[C:22]4[C:17](=[CH:18][CH:19]=[CH:20][CH:21]=4)[C:16]([C:23]#[N:24])=[CH:15][CH:14]=3)[CH:6]1[CH2:7][CH2:8]2)=[O:4]. The yield is 0.420. (4) The product is [CH3:1][O:2][C:3]([C:5]1[C:9]([CH3:10])=[N:8][NH:7][N:6]=1)=[O:4]. The catalyst is C(#N)C.O. The yield is 0.590. The reactants are [CH3:1][O:2][C:3]([C:5]1[N:6]=[N:7][N:8](CC2C=CC(OC)=CC=2)[C:9]=1[CH3:10])=[O:4].COC(C1N(CC2C=CC(OC)=CC=2)N=NC=1C)=O.[N+]([O-])([O-])=O.[NH4+].[Ce+4].[N+]([O-])([O-])=O.[N+]([O-])([O-])=O.[N+]([O-])([O-])=O.[N+]([O-])([O-])=O. (5) The product is [OH:4][CH:5]([CH2:17][CH2:18][S:19]([CH3:21])=[O:20])[C:6]([NH:8][CH2:9][CH2:10][CH2:11][CH2:12][CH2:13][CH2:14][CH2:15][CH3:16])=[O:7]. The catalyst is CO. The yield is 0.650. The reactants are C([O:4][CH:5]([CH2:17][CH2:18][S:19]([CH3:21])=[O:20])[C:6]([NH:8][CH2:9][CH2:10][CH2:11][CH2:12][CH2:13][CH2:14][CH2:15][CH3:16])=[O:7])(=O)C.[OH-].[Na+]. (6) No catalyst specified. The reactants are [CH3:1][O:2][C:3]1[CH:4]=[CH:5][CH:6]=[C:7]2[C:12]=1[N:11]=[C:10]([C:13]1[CH:18]=[CH:17][CH:16]=[CH:15][C:14]=1[C:19]([F:22])([F:21])[F:20])[NH:9][C:8]2=O.Cl.C(N(CC)CC)C.O=P(Cl)(Cl)[Cl:34]. The yield is 0.890. The product is [Cl:34][C:8]1[C:7]2[C:12](=[C:3]([O:2][CH3:1])[CH:4]=[CH:5][CH:6]=2)[N:11]=[C:10]([C:13]2[CH:18]=[CH:17][CH:16]=[CH:15][C:14]=2[C:19]([F:22])([F:21])[F:20])[N:9]=1. (7) The reactants are [CH:1]1([CH:6]([N:10]2[CH:14]=[C:13]([B:15]3[O:19][C:18]([CH3:21])([CH3:20])[C:17]([CH3:23])([CH3:22])[O:16]3)[CH:12]=[N:11]2)[CH2:7][C:8]#[N:9])[CH2:5][CH2:4][CH2:3][CH2:2]1. The catalyst is C(O)C. The product is [CH:1]1([C@H:6]([N:10]2[CH:14]=[C:13]([B:15]3[O:19][C:18]([CH3:21])([CH3:20])[C:17]([CH3:23])([CH3:22])[O:16]3)[CH:12]=[N:11]2)[CH2:7][C:8]#[N:9])[CH2:5][CH2:4][CH2:3][CH2:2]1. The yield is 0.945.